Dataset: Full USPTO retrosynthesis dataset with 1.9M reactions from patents (1976-2016). Task: Predict the reactants needed to synthesize the given product. (1) Given the product [Cl:1][C:2]1[N:10]=[C:9]2[C:5]([N:6]([CH2:11][C@H:12]3[CH2:17][CH2:16][C@H:15]([CH3:18])[CH2:14][CH2:13]3)[CH:7]=[N:8]2)=[C:4]([C:23]2[CH:24]=[N:25][CH:26]=[C:21]([Cl:20])[CH:22]=2)[N:3]=1, predict the reactants needed to synthesize it. The reactants are: [Cl:1][C:2]1[N:10]=[C:9]2[C:5]([N:6]([CH2:11][C@H:12]3[CH2:17][CH2:16][C@H:15]([CH3:18])[CH2:14][CH2:13]3)[CH:7]=[N:8]2)=[C:4](Cl)[N:3]=1.[Cl:20][C:21]1[CH:22]=[C:23](B(O)O)[CH:24]=[N:25][CH:26]=1.[O-]P([O-])([O-])=O.[K+].[K+].[K+]. (2) Given the product [ClH:14].[CH3:15][C:16]1[C:24]([CH2:25][CH2:26][N:27]2[CH2:31][CH2:30][CH2:29][CH2:28]2)=[CH:23][C:22]([CH3:32])=[C:21]2[C:17]=1/[C:18](=[N:12]/[NH:11][C:9](=[O:10])[CH:8]([C:5]1[CH:6]=[CH:7][C:2]([OH:1])=[CH:3][CH:4]=1)[CH3:13])/[C:19](=[O:33])[NH:20]2, predict the reactants needed to synthesize it. The reactants are: [OH:1][C:2]1[CH:7]=[CH:6][C:5]([CH:8]([CH3:13])[C:9]([NH:11][NH2:12])=[O:10])=[CH:4][CH:3]=1.[ClH:14].[CH3:15][C:16]1[C:24]([CH2:25][CH2:26][N:27]2[CH2:31][CH2:30][CH2:29][CH2:28]2)=[CH:23][C:22]([CH3:32])=[C:21]2[C:17]=1[C:18](=O)[C:19](=[O:33])[NH:20]2. (3) Given the product [O:1]1[CH2:19][CH2:20][O:21][C:2]1([CH2:3][CH2:4][C:5]([O:7][CH:8]([CH3:10])[CH3:9])=[O:6])[CH2:11][CH2:12][C:13]([O:15][CH:16]([CH3:18])[CH3:17])=[O:14], predict the reactants needed to synthesize it. The reactants are: [O:1]=[C:2]([CH2:11][CH2:12][C:13]([O:15][CH:16]([CH3:18])[CH3:17])=[O:14])[CH2:3][CH2:4][C:5]([O:7][CH:8]([CH3:10])[CH3:9])=[O:6].[CH2:19](O)[CH2:20][OH:21].C1(C)C=CC(S([O-])(=O)=O)=CC=1.[NH+]1C=CC=CC=1.